Predict which catalyst facilitates the given reaction. From a dataset of Catalyst prediction with 721,799 reactions and 888 catalyst types from USPTO. Reactant: [CH3:1][O:2][C:3]1[CH:4]=[C:5]2[C:14]([NH2:15])=[N:13][C:12]([N:16]3[CH2:21][CH2:20][N:19]([C:22]([CH:24]4[O:33][C:32]5[CH:31]=[CH:30][CH:29]=[CH:28][C:27]=5[O:26][CH2:25]4)=[O:23])[CH2:18][CH2:17]3)=[N:11][C:6]2=[CH:7][C:8]=1[O:9][CH3:10].[ClH:34]. Product: [CH3:1][O:2][C:3]1[CH:4]=[C:5]2[C:14]([NH2:15])=[N:13][C:12]([N:16]3[CH2:21][CH2:20][N:19]([C:22]([CH:24]4[O:33][C:32]5[C:27](=[CH:28][CH:29]=[CH:30][CH:31]=5)[O:26][CH2:25]4)=[O:23])[CH2:18][CH2:17]3)=[N:11][C:6]2=[CH:7][C:8]=1[O:9][CH3:10].[ClH:34]. The catalyst class is: 21.